From a dataset of Full USPTO retrosynthesis dataset with 1.9M reactions from patents (1976-2016). Predict the reactants needed to synthesize the given product. (1) Given the product [F:17][CH2:16][C:4]1([CH2:18][F:19])[CH:3]=[C:2]([C:27](=[S:30])[O:26][CH3:25])[C:7]2[CH:8]=[C:9]([C:12]([F:15])([F:14])[F:13])[CH:10]=[CH:11][C:6]=2[O:5]1, predict the reactants needed to synthesize it. The reactants are: Br[C:2]1[C:7]2[CH:8]=[C:9]([C:12]([F:15])([F:14])[F:13])[CH:10]=[CH:11][C:6]=2[O:5][C:4]([CH2:18][F:19])([CH2:16][F:17])[CH:3]=1.C([Li])CCC.[CH3:25][O:26][C:27](=[S:30])OC.[Cl-].[NH4+]. (2) Given the product [Cl:45][C:42]1[N:43]=[CH:44][C:39]([C:25]2[CH:24]=[C:23]3[C:19]([CH:20]=[N:21][N:22]3[CH3:37])=[C:18]([NH:17][C:15]([C:13]3[N:14]=[C:10]([CH2:9][N:4]4[CH2:5][C@H:6]([CH3:8])[O:7][C@H:2]([CH3:1])[CH2:3]4)[S:11][CH:12]=3)=[O:16])[CH:26]=2)=[CH:40][C:41]=1[NH:46][S:47]([CH3:50])(=[O:49])=[O:48], predict the reactants needed to synthesize it. The reactants are: [CH3:1][C@H:2]1[O:7][C@@H:6]([CH3:8])[CH2:5][N:4]([CH2:9][C:10]2[S:11][CH:12]=[C:13]([C:15]([NH:17][C:18]3[CH:26]=[C:25](B4OC(C)(C)CC(C)(C)O4)[CH:24]=[C:23]4[C:19]=3[CH:20]=[N:21][N:22]4[CH3:37])=[O:16])[N:14]=2)[CH2:3]1.Br[C:39]1[CH:40]=[C:41]([NH:46][S:47]([CH3:50])(=[O:49])=[O:48])[C:42]([Cl:45])=[N:43][CH:44]=1.P([O-])([O-])([O-])=O.[K+].[K+].[K+].O1CCOCC1. (3) Given the product [Cl:1][C:2]1[CH:17]=[CH:16][CH:15]=[CH:14][C:3]=1[CH2:4][C:5]1([CH3:13])[N:9]([CH3:10])[C:8](=[O:11])[N:7]([CH2:25][C:26](=[O:27])[C:28]2[CH:33]=[CH:32][CH:31]=[CH:30][CH:29]=2)[C:6]1=[O:12], predict the reactants needed to synthesize it. The reactants are: [Cl:1][C:2]1[CH:17]=[CH:16][CH:15]=[CH:14][C:3]=1[CH2:4][C:5]1([CH3:13])[N:9]([CH3:10])[C:8](=[O:11])[NH:7][C:6]1=[O:12].C([O-])([O-])=O.[K+].[K+].Br[CH2:25][C:26]([C:28]1[CH:33]=[CH:32][CH:31]=[CH:30][CH:29]=1)=[O:27]. (4) The reactants are: [Br:1][C:2]1[C:3]([O:10][CH3:11])=[N:4][C:5]([CH2:8][OH:9])=[CH:6][CH:7]=1.[CH3:12]I. Given the product [Br:1][C:2]1[C:3]([O:10][CH3:11])=[N:4][C:5]([CH2:8][O:9][CH3:12])=[CH:6][CH:7]=1, predict the reactants needed to synthesize it. (5) The reactants are: [C:1]1(=[O:15])[N:5]([CH2:6][C:7](=[O:9])[CH3:8])[C:4](=[O:10])[C:3]2=[CH:11][CH:12]=[CH:13][CH:14]=[C:2]12.[Br:16]Br. Given the product [Br:16][CH2:8][C:7](=[O:9])[CH2:6][N:5]1[C:4](=[O:10])[C:3]2[C:2](=[CH:14][CH:13]=[CH:12][CH:11]=2)[C:1]1=[O:15], predict the reactants needed to synthesize it. (6) Given the product [CH3:24][O:23][C:20]1[CH:21]=[CH:22][C:17]([CH2:16][N:13]2[C:6]3[C:7](=[O:12])[NH:8][C:9]4[CH:10]=[CH:11][C:2]([C:27]5[CH:26]=[N:25][CH:30]=[CH:29][CH:28]=5)=[CH:3][C:4]=4[C:5]=3[CH:15]=[N:14]2)=[CH:18][CH:19]=1, predict the reactants needed to synthesize it. The reactants are: Br[C:2]1[CH:11]=[CH:10][C:9]2[NH:8][C:7](=[O:12])[C:6]3[N:13]([CH2:16][C:17]4[CH:22]=[CH:21][C:20]([O:23][CH3:24])=[CH:19][CH:18]=4)[N:14]=[CH:15][C:5]=3[C:4]=2[CH:3]=1.[N:25]1[CH:30]=[CH:29][CH:28]=[C:27](B(O)O)[CH:26]=1.C([O-])([O-])=O.[K+].[K+]. (7) Given the product [CH3:16][S:17]([O:8][CH2:1][CH2:2][S:3][S:4][CH2:5][CH2:6][O:7][S:17]([CH3:16])(=[O:19])=[O:18])(=[O:19])=[O:18], predict the reactants needed to synthesize it. The reactants are: [CH2:1]([OH:8])[CH2:2][S:3][S:4][CH2:5][CH2:6][OH:7].C(N(CC)CC)C.[CH3:16][S:17](Cl)(=[O:19])=[O:18]. (8) Given the product [NH2:1][C:2]1[C:7]([C:8]#[N:9])=[C:6]([C:10]2[CH:11]=[CH:12][C:13]([O:16][CH2:17][CH2:18][O:19][CH3:20])=[CH:14][CH:15]=2)[C:5]([C:21]#[N:22])=[C:4]([S:23][CH2:30][C:31]2[N:32]=[C:33]([Cl:36])[S:34][CH:35]=2)[N:3]=1, predict the reactants needed to synthesize it. The reactants are: [NH2:1][C:2]1[C:7]([C:8]#[N:9])=[C:6]([C:10]2[CH:15]=[CH:14][C:13]([O:16][CH2:17][CH2:18][O:19][CH3:20])=[CH:12][CH:11]=2)[C:5]([C:21]#[N:22])=[C:4]([SH:23])[N:3]=1.C(=O)(O)[O-].[Na+].Cl[CH2:30][C:31]1[N:32]=[C:33]([Cl:36])[S:34][CH:35]=1.O. (9) Given the product [OH:39][C:38]1[CH:37]=[CH:43][C:42]([C:52]([C:51]2[CH:59]=[CH:23][C:22]([OH:24])=[CH:20][CH:50]=2)([CH3:56])[CH3:53])=[CH:41][CH:40]=1, predict the reactants needed to synthesize it. The reactants are: C1(P(C2C=CC=CC=2)C2C=CC=CC=2)C=CC=CC=1.[CH2:20]([CH:22]1[O:24][CH2:23]1)Cl.[OH-].[Na+].C(OC(C)COC)(=O)C.C[C:37]1[CH:43]=[C:42](O)[CH:41]=[CH:40][C:38]=1[OH:39].C(O)(=O)C=C.[C:50]1(=O)O[C:53](=O)[CH:52]2[CH2:56]CC=[CH:59][CH:51]12. (10) The reactants are: [C:1]([O:5][C:6]([N:8]1[CH2:12][C@@H:11]([N:13]=[N+]=[N-])[CH2:10][C@H:9]1[CH2:16][OH:17])=[O:7])([CH3:4])([CH3:3])[CH3:2]. Given the product [C:1]([O:5][C:6]([N:8]1[CH2:12][C@@H:11]([NH2:13])[CH2:10][C@H:9]1[CH2:16][OH:17])=[O:7])([CH3:4])([CH3:3])[CH3:2], predict the reactants needed to synthesize it.